This data is from Blood-brain barrier permeability classification from the B3DB database. The task is: Regression/Classification. Given a drug SMILES string, predict its absorption, distribution, metabolism, or excretion properties. Task type varies by dataset: regression for continuous measurements (e.g., permeability, clearance, half-life) or binary classification for categorical outcomes (e.g., BBB penetration, CYP inhibition). Dataset: b3db_classification. (1) The compound is CN(C)C1=NC(=O)C(c2ccccc2)O1. The result is 1 (penetrates BBB). (2) The molecule is C=CCN1C[C@H](C(=O)N(CCCN(C)C)C(=O)NCC)C[C@@H]2c3cccc4[nH]cc(c34)C[C@@H]21. The result is 1 (penetrates BBB).